From a dataset of Full USPTO retrosynthesis dataset with 1.9M reactions from patents (1976-2016). Predict the reactants needed to synthesize the given product. (1) Given the product [Cl:1][C:2]1[CH:3]=[CH:4][C:5]([C:8]2[S:9][C:10]([CH:13]([O:15][C:17]3[CH:23]4[O:24][C:20]([CH3:25])([CH2:21][CH2:22]4)[C:19](=[O:26])[CH:18]=3)[CH3:14])=[CH:11][N:12]=2)=[CH:6][CH:7]=1, predict the reactants needed to synthesize it. The reactants are: [Cl:1][C:2]1[CH:7]=[CH:6][C:5]([C:8]2[S:9][C:10]([CH:13]([OH:15])[CH3:14])=[CH:11][N:12]=2)=[CH:4][CH:3]=1.Cl[C:17]1[CH:23]2[O:24][C:20]([CH3:25])([CH2:21][CH2:22]2)[C:19](=[O:26])[CH:18]=1.[H-].[Na+]. (2) Given the product [CH2:25]([O:24][C:17]1[CH:18]=[CH:19][CH:20]=[C:21]2[C:16]=1[CH:15]=[C:14]([N:11]1[CH2:10][CH2:9][NH:8][CH2:13][CH2:12]1)[CH:23]=[CH:22]2)[CH3:26], predict the reactants needed to synthesize it. The reactants are: C([N:8]1[CH2:13][CH2:12][N:11]([C:14]2[CH:23]=[CH:22][C:21]3[C:16](=[C:17]([O:24][CH2:25][CH3:26])[CH:18]=[CH:19][CH:20]=3)[CH:15]=2)[CH2:10][CH2:9]1)C1C=CC=CC=1.[H][H]. (3) Given the product [F:1][C:2]1[CH:3]=[N:4][C:5]2[C:10]([C:11]=1[CH:12]([CH3:31])[CH:13]([C:15]13[CH2:20][CH2:19][C:18]([NH:23][C:24](=[O:30])[O:25][C:26]([CH3:27])([CH3:29])[CH3:28])([CH2:21][CH2:22]1)[CH2:17][O:16]3)[OH:14])=[N:9][C:8]([O:32][CH3:33])=[CH:7][CH:6]=2, predict the reactants needed to synthesize it. The reactants are: [F:1][C:2]1[CH:3]=[N:4][C:5]2[C:10]([C:11]=1[CH:12]([CH3:31])[C:13]([C:15]13[CH2:22][CH2:21][C:18]([NH:23][C:24](=[O:30])[O:25][C:26]([CH3:29])([CH3:28])[CH3:27])([CH2:19][CH2:20]1)[CH2:17][O:16]3)=[O:14])=[N:9][C:8]([O:32][CH3:33])=[CH:7][CH:6]=2.[BH4-].[Na+].